Dataset: Reaction yield outcomes from USPTO patents with 853,638 reactions. Task: Predict the reaction yield, written as a fraction of the theoretical maximum amount of product (1.0 means a 100% yield; for example, 0.34 means a 34% yield). (1) The reactants are Cl.[F:2][C:3]1[CH:17]=[CH:16][C:6]2[C:7]([CH:10]3[CH2:15][CH2:14][NH:13][CH2:12][CH2:11]3)=[N:8][O:9][C:5]=2[CH:4]=1.Cl[CH2:19][CH2:20][C:21]1[C:26](=[O:27])[N:25]2[CH2:28][CH2:29][CH2:30][CH2:31][C:24]2=[N:23][C:22]=1[CH3:32].C(=O)([O-])[O-].C(=O)([O-])[O-].[Na+].[Na+].C(=O)([O-])[O-].[K+].[K+]. The catalyst is O. The product is [F:2][C:3]1[CH:17]=[CH:16][C:6]2[C:7]([CH:10]3[CH2:11][CH2:12][N:13]([CH2:19][CH2:20][C:21]4[C:26](=[O:27])[N:25]5[CH2:28][CH2:29][CH2:30][CH2:31][C:24]5=[N:23][C:22]=4[CH3:32])[CH2:14][CH2:15]3)=[N:8][O:9][C:5]=2[CH:4]=1. The yield is 0.873. (2) The reactants are [CH2:1]([N:3]([CH2:24][CH3:25])[C:4]1[CH:5]=[C:6]2[C:15](=[CH:16][CH:17]=1)[N:14]=[C:13]1[C:8](=[CH:9][C:10](=[O:23])[C:11]3[CH:21]=[CH:20][C:19]([OH:22])=[CH:18][C:12]=31)[O:7]2)[CH3:2].[CH2:26]([O:29][C:30](=[O:35])[CH2:31][CH2:32][CH2:33]Br)[CH:27]=[CH2:28].C(=O)([O-])[O-].[K+].[K+]. The catalyst is CN(C=O)C.[Cl-].[Na+].O. The product is [CH2:26]([O:29][C:30](=[O:35])[CH2:31][CH2:32][CH2:33][O:22][C:19]1[CH:20]=[CH:21][C:11]2[C:10](=[O:23])[CH:9]=[C:8]3[C:13](=[N:14][C:15]4[C:6]([O:7]3)=[CH:5][C:4]([N:3]([CH2:1][CH3:2])[CH2:24][CH3:25])=[CH:17][CH:16]=4)[C:12]=2[CH:18]=1)[CH:27]=[CH2:28]. The yield is 0.430.